This data is from Peptide-MHC class I binding affinity with 185,985 pairs from IEDB/IMGT. The task is: Regression. Given a peptide amino acid sequence and an MHC pseudo amino acid sequence, predict their binding affinity value. This is MHC class I binding data. (1) The peptide sequence is LLDPLYFEV. The MHC is HLA-B07:02 with pseudo-sequence HLA-B07:02. The binding affinity (normalized) is 0.0847. (2) The peptide sequence is VTYDYIIPK. The MHC is HLA-A03:01 with pseudo-sequence HLA-A03:01. The binding affinity (normalized) is 0.637. (3) The peptide sequence is DPKKTGGPI. The MHC is HLA-A02:06 with pseudo-sequence HLA-A02:06. The binding affinity (normalized) is 0.0847. (4) The peptide sequence is KVFPYALINK. The MHC is Patr-A0701 with pseudo-sequence Patr-A0701. The binding affinity (normalized) is 0.00203. (5) The peptide sequence is YMREVGAAL. The MHC is HLA-C07:01 with pseudo-sequence HLA-C07:01. The binding affinity (normalized) is 0.236. (6) The peptide sequence is SLYPPCLFK. The MHC is HLA-B08:01 with pseudo-sequence HLA-B08:01. The binding affinity (normalized) is 0.0847. (7) The peptide sequence is RGRKPIFRK. The MHC is HLA-A02:11 with pseudo-sequence HLA-A02:11. The binding affinity (normalized) is 0.0847. (8) The peptide sequence is REWFMDLNL. The MHC is HLA-B83:01 with pseudo-sequence HLA-B83:01. The binding affinity (normalized) is 0.213.